The task is: Predict the product of the given reaction.. This data is from Forward reaction prediction with 1.9M reactions from USPTO patents (1976-2016). (1) Given the reactants C(OC([N:8]1[C:16]2[C:11](=[CH:12][C:13]([O:17][CH2:18][C:19]3[CH:24]=[CH:23][CH:22]=[CH:21][CH:20]=3)=[CH:14][CH:15]=2)[C:10](I)=[N:9]1)=O)(C)(C)C.C(OC([N:33]1[C:41]2[C:36](=[CH:37][CH:38]=[CH:39][CH:40]=2)[CH:35]=[C:34]1B1OB(C2CC3C(=CC=CC=3)N2C(OC(C)(C)C)=O)O1)=O)(C)(C)C.C(=O)(O)[O-].[Na+], predict the reaction product. The product is: [CH2:18]([O:17][C:13]1[CH:12]=[C:11]2[C:16](=[CH:15][CH:14]=1)[NH:8][N:9]=[C:10]2[C:34]1[NH:33][C:41]2[C:36]([CH:35]=1)=[CH:37][CH:38]=[CH:39][CH:40]=2)[C:19]1[CH:20]=[CH:21][CH:22]=[CH:23][CH:24]=1. (2) Given the reactants Br[C:2]1[N:6]2[N:7]=[C:8]([NH:11][CH2:12][C:13]3[CH:18]=[CH:17][N:16]=[CH:15][CH:14]=3)[CH:9]=[CH:10][C:5]2=[N:4][CH:3]=1.[CH:19](/B(O)O)=[CH:20]\[CH2:21][CH2:22][CH2:23][CH3:24], predict the reaction product. The product is: [CH:19](/[C:2]1[N:6]2[N:7]=[C:8]([NH:11][CH2:12][C:13]3[CH:18]=[CH:17][N:16]=[CH:15][CH:14]=3)[CH:9]=[CH:10][C:5]2=[N:4][CH:3]=1)=[CH:20]\[CH2:21][CH2:22][CH2:23][CH3:24]. (3) Given the reactants [F:1][C:2]1[CH:3]=[C:4]([C:8]2[CH:16]=[CH:15][C:11]([C:12]([OH:14])=O)=[CH:10][N:9]=2)[CH:5]=[CH:6][CH:7]=1.CN(C(ON1N=NC2C=CC=NC1=2)=[N+](C)C)C.F[P-](F)(F)(F)(F)F.CCN(C(C)C)C(C)C.[NH2:50][C@H:51]1[C@H:55]([OH:56])[CH2:54][N:53]([C:57]([O:59][C:60]([CH3:63])([CH3:62])[CH3:61])=[O:58])[CH2:52]1, predict the reaction product. The product is: [C:60]([O:59][C:57]([N:53]1[CH2:54][C@@H:55]([OH:56])[C@H:51]([NH:50][C:12]([C:11]2[CH:10]=[N:9][C:8]([C:4]3[CH:5]=[CH:6][CH:7]=[C:2]([F:1])[CH:3]=3)=[CH:16][CH:15]=2)=[O:14])[CH2:52]1)=[O:58])([CH3:63])([CH3:61])[CH3:62].